Predict the product of the given reaction. From a dataset of Forward reaction prediction with 1.9M reactions from USPTO patents (1976-2016). (1) Given the reactants Cl[C:2]1[CH:3]=[C:4]([C:26]([O:28][CH2:29][CH3:30])=[O:27])[C:5]2[C:10]([CH3:11])=[N:9][N:8]([CH2:12][C:13]3[CH:18]=[CH:17][C:16]([O:19][C:20]4[CH:25]=[CH:24][CH:23]=[CH:22][CH:21]=4)=[CH:15][CH:14]=3)[C:6]=2[N:7]=1.[NH2:31][CH2:32][C:33]1[O:34][CH:35]=[CH:36][CH:37]=1.CC(O)C, predict the reaction product. The product is: [O:34]1[CH:35]=[CH:36][CH:37]=[C:33]1[CH2:32][NH:31][C:2]1[CH:3]=[C:4]([C:26]([O:28][CH2:29][CH3:30])=[O:27])[C:5]2[C:10]([CH3:11])=[N:9][N:8]([CH2:12][C:13]3[CH:14]=[CH:15][C:16]([O:19][C:20]4[CH:25]=[CH:24][CH:23]=[CH:22][CH:21]=4)=[CH:17][CH:18]=3)[C:6]=2[N:7]=1. (2) The product is: [F:8][C:3]1[C:2]([CH:20]2[CH2:19][CH2:18][N:17]([C:15]([O:14][C:10]([CH3:13])([CH3:12])[CH3:11])=[O:16])[CH2:21]2)=[CH:7][CH:6]=[CH:5][N:4]=1. Given the reactants Br[C:2]1[C:3]([F:8])=[N:4][CH:5]=[CH:6][CH:7]=1.[I-].[C:10]([O:14][C:15]([N:17]1[CH2:21][CH2:20][CH:19]([Zn+])[CH2:18]1)=[O:16])([CH3:13])([CH3:12])[CH3:11], predict the reaction product. (3) Given the reactants FC(F)(F)C(O)=O.[CH3:8][N:9]1[CH2:13][CH2:12][CH2:11][C@H:10]1[CH2:14][O:15][C:16]1[CH:24]=[CH:23][C:19]([C:20](O)=[O:21])=[C:18]([N:25]([CH:32]2[CH2:37][CH2:36][O:35][CH2:34][CH2:33]2)C(=O)C(F)(F)F)[CH:17]=1.C(Cl)(=O)C(Cl)=O.CCN(C(C)C)C(C)C.[F:53][C:54]1[CH:55]=[C:56]([CH:68]=[C:69]([F:71])[CH:70]=1)[CH2:57][C:58]1[CH:59]=[C:60]2[C:64](=[CH:65][CH:66]=1)[NH:63][N:62]=[C:61]2[NH2:67], predict the reaction product. The product is: [F:53][C:54]1[CH:55]=[C:56]([CH:68]=[C:69]([F:71])[CH:70]=1)[CH2:57][C:58]1[CH:59]=[C:60]2[C:64](=[CH:65][CH:66]=1)[NH:63][N:62]=[C:61]2[NH:67][C:20](=[O:21])[C:19]1[CH:23]=[CH:24][C:16]([O:15][CH2:14][C@@H:10]2[CH2:11][CH2:12][CH2:13][N:9]2[CH3:8])=[CH:17][C:18]=1[NH:25][CH:32]1[CH2:33][CH2:34][O:35][CH2:36][CH2:37]1. (4) Given the reactants [OH:1][CH2:2][CH2:3][N:4]([CH2:28][CH2:29][OH:30])[C:5]([C:7]1[CH:8]=[N:9][N:10]([C:12]2[CH:17]=[CH:16][C:15]([O:18][CH2:19][CH2:20][CH2:21][N:22]3[CH2:26][CH2:25][CH2:24][C@H:23]3[CH3:27])=[CH:14][CH:13]=2)[CH:11]=1)=[O:6].CC(OI1(OC(C)=O)(OC(C)=O)OC(=O)C2C=CC=CC1=2)=O, predict the reaction product. The product is: [OH:1][CH:2]1[O:30][CH2:29][CH2:28][N:4]([C:5]([C:7]2[CH:8]=[N:9][N:10]([C:12]3[CH:13]=[CH:14][C:15]([O:18][CH2:19][CH2:20][CH2:21][N:22]4[CH2:26][CH2:25][CH2:24][C@H:23]4[CH3:27])=[CH:16][CH:17]=3)[CH:11]=2)=[O:6])[CH2:3]1. (5) Given the reactants N1C(C2C=C3C(=CC=2)C(=O)NCC3)=CC=N1.[Cl:17][C:18]1[CH:23]=[CH:22][C:21]([S:24][C:25]2[CH:26]=[N:27][N:28](C3CCCCO3)[C:29]=2[C:30]2[CH:39]=[C:38]3[C:33]([CH:34]=[C:35]([C:40]([O:42][CH3:43])=[O:41])[N:36]=[CH:37]3)=[CH:32][CH:31]=2)=[CH:20][CH:19]=1, predict the reaction product. The product is: [Cl:17][C:18]1[CH:23]=[CH:22][C:21]([S:24][C:25]2[CH:26]=[N:27][NH:28][C:29]=2[C:30]2[CH:39]=[C:38]3[C:33]([CH:34]=[C:35]([C:40]([O:42][CH3:43])=[O:41])[N:36]=[CH:37]3)=[CH:32][CH:31]=2)=[CH:20][CH:19]=1. (6) Given the reactants [Cl:1][C:2]1[CH:11]=[C:10]2[C:5]([C:6]([N:13]3[CH2:18][CH2:17][NH:16][CH2:15][CH2:14]3)=[CH:7][C:8]([NH2:12])=[N:9]2)=[CH:4][CH:3]=1.[CH3:19][C:20]1[CH:25]=[CH:24][C:23]([N:26]=[C:27]=[O:28])=[CH:22][CH:21]=1.C(N(C(C)C)CC)(C)C, predict the reaction product. The product is: [NH2:12][C:8]1[CH:7]=[C:6]([N:13]2[CH2:18][CH2:17][N:16]([C:27]([NH:26][C:23]3[CH:24]=[CH:25][C:20]([CH3:19])=[CH:21][CH:22]=3)=[O:28])[CH2:15][CH2:14]2)[C:5]2[C:10](=[CH:11][C:2]([Cl:1])=[CH:3][CH:4]=2)[N:9]=1. (7) Given the reactants [CH3:1][CH:2]([CH2:6][CH2:7][CH2:8][CH3:9])[C:3]([OH:5])=[O:4].S(=O)(=O)(O)O.[CH3:15]O, predict the reaction product. The product is: [CH3:1][CH:2]([CH2:6][CH2:7][CH2:8][CH3:9])[C:3]([O:5][CH3:15])=[O:4]. (8) Given the reactants CN(C)C=O.C[O-].[Na+].[SH:9][CH2:10][CH2:11][C:12]([O:14][CH3:15])=[O:13].Cl[C:17]1[C:22]([C:23]#[N:24])=[CH:21][CH:20]=[CH:19][N:18]=1, predict the reaction product. The product is: [C:23]([C:22]1[C:17]([S:9][CH2:10][CH2:11][C:12]([O:14][CH3:15])=[O:13])=[N:18][CH:19]=[CH:20][CH:21]=1)#[N:24]. (9) Given the reactants [F:1][C:2]([F:13])([F:12])[C:3]1[CH:8]=[CH:7][CH:6]=[CH:5][C:4]=1B(O)O.FC(F)(F)S(O[C:20]1[CH2:25][CH2:24][NH:23][CH:22]([C:26]([O:28][C:29]([CH3:32])([CH3:31])[CH3:30])=[O:27])[CH:21]=1)(=O)=O.C(OC(N1CCC(=O)CC1)=O)(C)(C)C.[Li+].CC([N-]C(C)C)C.C1C=CC(N(S(C(F)(F)F)(=O)=O)S(C(F)(F)F)(=O)=O)=CC=1.[Li+].[Cl-].C([O-])([O-])=O.[Na+].[Na+], predict the reaction product. The product is: [F:1][C:2]([F:13])([F:12])[C:3]1[CH:8]=[CH:7][CH:6]=[CH:5][C:4]=1[C:20]1[CH2:25][CH2:24][NH:23][CH:22]([C:26]([O:28][C:29]([CH3:32])([CH3:31])[CH3:30])=[O:27])[CH:21]=1. (10) The product is: [Br:1][C:2]1[CH:10]=[C:9]([CH3:11])[C:5]([C:6]([NH2:15])=[O:7])=[C:4]([F:12])[CH:3]=1. Given the reactants [Br:1][C:2]1[CH:10]=[C:9]([CH3:11])[C:5]([C:6](O)=[O:7])=[C:4]([F:12])[CH:3]=1.C(N1C=CN=C1)([N:15]1C=CN=C1)=O, predict the reaction product.